From a dataset of Experimentally validated miRNA-target interactions with 360,000+ pairs, plus equal number of negative samples. Binary Classification. Given a miRNA mature sequence and a target amino acid sequence, predict their likelihood of interaction. (1) The protein sequence of the target gene is MICQKFCVVLLHWEFIYVITAFNLSYPITPWRFKLSCMPPNSTYDYFLLPAGLSKNTSNSNGHYETAVEPKFNSSGTHFSNLSKTTFHCCFRSEQDRNCSLCADNIEGKTFVSTVNSLVFQQIDANWNIQCWLKGDLKLFICYVESLFKNLFRNYNYKVHLLYVLPEVLEDSPLVPQKGSFQMVHCNCSVHECCECLVPVPTAKLNDTLLMCLKITSGGVIFQSPLMSVQPINMVKPDPPLGLHMEITDDGNLKISWSSPPLVPFPLQYQVKYSENSTTVIREADKIVSATSLLVDSILP.... The miRNA is hsa-miR-1178-5p with sequence CAGGGUCAGCUGAGCAUG. Result: 0 (no interaction). (2) The miRNA is cel-miR-1019-3p with sequence CUGUAAUUCCACAUUGCUUUCCAG. The protein sequence of the target gene is MDPIRSFCGKLRSLASTLDCETARLQRALDGEESDFEDYPMRILYDLHSEVQTLKDDVNILLDKARLENQEGIDFIKATKVLMEKNSMDIMKIREYFQKYGYSPRVKKNSVHEQEAINSDPELSNCENFQKTDVKDDLSDPPVASSCISEKSPRSPQLSDFGLERYIVSQVLPNPPQAVNNYKEEPVIVTPPTKQSLVKVLKTPKCALKMDDFECVTPKLEHFGISEYTMCLNEDYTMGLKNARNNKSEEAIDTESRLNDNVFATPSPIIQQLEKSDAEYTNSPLVPTFCTPGLKIPSTK.... Result: 0 (no interaction). (3) The miRNA is dme-miR-1-3p with sequence UGGAAUGUAAAGAAGUAUGGAG. The protein sequence of the target gene is MDVRIKCNSEEPESPEQKILASSQRLLQFTNCRLVRDHRIIHDDLWVRDGRIVNPEPVFFDERTKAHCRIDCGGAIIAPGYIDLQINGGYGVDFSYDTETIEEGVATVARGLVKSGVTSFCPTLVTSPSDSYHTILPRIPAEVPKGAGILGIHAEGPFINPQKKGAHPEHCIQTIDKGLSTLKETYGSLERIKIITLAPEKVTDPEVIGQLVERGITVALGHSMASLSDGERAVQQGATLITHLFNAMLPFHHRDPGLVGLLASDAVPHGRTVYFGIISDGVHTHPAALRIAYRTHPQGL.... Result: 1 (interaction). (4) The miRNA is hsa-miR-335-5p with sequence UCAAGAGCAAUAACGAAAAAUGU. The protein sequence of the target gene is MVAWRSAFLVCLAFSLATLVQRGSGDFDDFNLEDAVKETSSVKQPWDHTTTTTTNRPGTTRAPAKPPGSGLDLADALDDQDDGRRKPGIGGRERWNHVTTTTKRPVTTRAPANTLGNDFDLADALDDRNDRDDGRRKPIAGGGGFSDKDLEDIVGGGEYKPDKGKGDGRYGSNDDPGSGMVAEPGTIAGVASALAMALIGAVSSYISYQQKKFCFSIQQGLNADYVKGENLEAVVCEEPQVKYSTLHTQSAEPPPPPEPARI. Result: 1 (interaction). (5) The miRNA is hsa-miR-7152-5p with sequence UUUCCUGUCCUCCAACCAGACC. The protein sequence of the target gene is MAARWRFWCVSVTMVVALLIVCDVPSASAQRKKEMVLSEKVSQLMEWTNKRPVIRMNGDKFRRLVKAPPRNYSVIVMFTALQLHRQCVVCKQADEEFQILANSWRYSSAFTNRIFFAMVDFDEGSDVFQMLNMNSAPTFINFPAKGKPKRGDTYELQVRGFSAEQIARWIADRTDVNIRVIRPPNYAGPLMLGLLLAVIGGLVYLRRSNMEFLFNKTGWAFAALCFVLAMTSGQMWNHIRGPPYAHKNPHTGHVNYIHGSSQAQFVAETHIVLLFNGGVTLGMVLLCEAATSDMDIGKRK.... Result: 1 (interaction). (6) The miRNA is dme-miR-1-3p with sequence UGGAAUGUAAAGAAGUAUGGAG. The protein sequence of the target gene is MSARSSGLVAAAALPVPSSSSSVAGGDVPRPPPRRRAASVAGQQQTRQEFGNGYTPRRSLAAVNDSGDSCHLRIVVLTGQSLAKKDIFGASDPYVRIDLNTINGDINIDSVLTKTKKKTLNPTWNEEFIFRVKPSEHKLVFQVFDENRLTRDDFLGMVELTLVNLPTEQEGRTIGEQSYTLRPRRSVGAKSRIKGTLRIYHAFIRETREQSEPSSGNSDGEWEHVEATNAGETSAQPHPFPTGGHDALPAGWEERQDANGRTYYVNHTARTTQWDRPTVLNSHSSQSTDDQLASDFQRRF.... Result: 1 (interaction). (7) The miRNA is hsa-miR-3659 with sequence UGAGUGUUGUCUACGAGGGCA. The protein sequence of the target gene is MLGLNHTSMSEFILVGFSAFPHLQLMLFLLFLLMYLFTLLGNLLIMATVWSERSLHTPMYLFLCVLSVSEILYTVAIIPRMLADLLSTQRSIAFLACASQMFFSFSFGFTHSFLLTVMGYDRYVAICHPLRYNVLMSPRGCACLVGCSWAGGSVMGMVVTSAIFQLTFCGSHEIQHFLCHVPPLLKLACGNNVPAVALGVGLVCIMALLGCFLLILLSYAFIVADILKIPSAEGRNKAFSTCASHLIVVIVHYGFASVIYLKPKGPHSQEGDTLMATTYAVLTPFLSPIIFSLRNKELKV.... Result: 0 (no interaction). (8) The miRNA is hsa-miR-6801-3p with sequence ACCCCUGCCACUCACUGGCC. The protein sequence of the target gene is MKHSLNALLIFLIITSAWGGSKGPLDQLEKGGETAQSADPQWEQLNNKNLSMPLLPADFHKENTVTNDWIPEGEEDDDYLDLEKIFSEDDDYIDIVDSLSVSPTDSDVSAGNILQLFHGKSRIQRLNILNAKFAFNLYRVLKDQVNTFDNIFIAPVGISTAMGMISLGLKGETHEQVHSILHFKDFVNASSKYEITTIHNLFRKLTHRLFRRNFGYTLRSVNDLYIQKQFPILLDFKTKVREYYFAEAQIADFSDPAFISKTNNHIMKLTKGLIKDALENIDPATQMMILNCIYFKGSWV.... Result: 0 (no interaction). (9) The miRNA is hsa-miR-3136-5p with sequence CUGACUGAAUAGGUAGGGUCAUU. The protein sequence of the target gene is MAGAGGGLGVWGNLVLLGLCSWTGARAPAPNPGRNLTVETQTTSSISLSWEVPDGLDSQNSNYWVQCTGDGGTTETRNTTATNVTVDGLGPGSLYTCSVWVEKDGVNSSVGTVTTATAPNPVRNLRVEAQTNSSIALTWEVPDGPDPQNSTYGVEYTGDGGRAGTRSTAHTNITVDGLEPGCLYAFSMWVGKNGINSSRETRNATTAHNPVRNLRVEAQTTSSISLSWEVPDGTDPQNSTYCVQCTGDGGRTETRNTTDTRVTVDGLGPGSLYTCSVWVEKDGVNSSVEIVTSATAPNPV.... Result: 0 (no interaction).